Dataset: Forward reaction prediction with 1.9M reactions from USPTO patents (1976-2016). Task: Predict the product of the given reaction. (1) Given the reactants [CH:1]1([N:4]2[CH:8]=[CH:7][CH:6]=[N:5]2)[CH2:3][CH2:2]1.[Br:9]Br, predict the reaction product. The product is: [Br:9][C:7]1[CH:6]=[N:5][N:4]([CH:1]2[CH2:3][CH2:2]2)[CH:8]=1. (2) Given the reactants CCCCN(C(NC(C1C=C(OC)C(OC)=C(OC)C=1)=[O:14])=S)CCCC.[CH2:27]([O:30][N:31]([CH:44]1[CH2:49][N:48]([C:50]([O:52][C:53]([CH3:56])([CH3:55])[CH3:54])=[O:51])[C@H:47]([CH2:57][O:58][Si:59]([C:62]([CH3:65])([CH3:64])[CH3:63])([CH3:61])[CH3:60])[CH:46]=[C:45]1[CH2:66][C:67]#[N:68])[S:32]([C:35]1[CH:40]=[CH:39][CH:38]=[CH:37][C:36]=1[N+:41]([O-:43])=[O:42])(=[O:34])=[O:33])[CH:28]=[CH2:29].C(=NO)C.CO, predict the reaction product. The product is: [CH2:27]([O:30][N:31]([CH:44]1[CH2:49][N:48]([C:50]([O:52][C:53]([CH3:56])([CH3:55])[CH3:54])=[O:51])[C@H:47]([CH2:57][O:58][Si:59]([C:62]([CH3:65])([CH3:64])[CH3:63])([CH3:60])[CH3:61])[CH:46]=[C:45]1[CH2:66][C:67]([NH2:68])=[O:14])[S:32]([C:35]1[CH:40]=[CH:39][CH:38]=[CH:37][C:36]=1[N+:41]([O-:43])=[O:42])(=[O:34])=[O:33])[CH:28]=[CH2:29]. (3) Given the reactants [CH2:1]([N:3]([C:29](=O)[C:30]1[CH:35]=[CH:34][C:33]([OH:36])=[CH:32][CH:31]=1)[C:4]1[CH:9]=[C:8]([O:10][CH3:11])[CH:7]=[CH:6][C:5]=1[CH:12]1[CH2:21][CH2:20][C:19]2[CH:18]=[C:17]([O:22]C(=O)C(C)(C)C)[CH:16]=[CH:15][C:14]=2[CH2:13]1)[CH3:2].Br[CH2:39][C:40]([N:42]1[C:47]([CH3:49])([CH3:48])[CH2:46][CH2:45][CH2:44][C:43]1([CH3:51])[CH3:50])=O, predict the reaction product. The product is: [CH2:1]([N:3]([CH2:29][C:30]1[CH:31]=[CH:32][C:33]([O:36][CH2:39][CH2:40][N:42]2[C:47]([CH3:49])([CH3:48])[CH2:46][CH2:45][CH2:44][C:43]2([CH3:51])[CH3:50])=[CH:34][CH:35]=1)[C:4]1[CH:9]=[C:8]([O:10][CH3:11])[CH:7]=[CH:6][C:5]=1[CH:12]1[CH2:21][CH2:20][C:19]2[CH:18]=[C:17]([OH:22])[CH:16]=[CH:15][C:14]=2[CH2:13]1)[CH3:2].